From a dataset of Experimentally validated miRNA-target interactions with 360,000+ pairs, plus equal number of negative samples. Binary Classification. Given a miRNA mature sequence and a target amino acid sequence, predict their likelihood of interaction. (1) The miRNA is cel-miR-254-3p with sequence UGCAAAUCUUUCGCGAC. The protein sequence of the target gene is MASSLKIWGTLLALLCILCTLLVQSKEVSWREFMKQHYLSPSREFREYKCDVLMRENEALKDKSSHMFIYISWYKIEHICTSDNWMDRFRNAYVWVQNPLKVLKCHQENSKNSYTESRSFNYIEFHCSMDGYVDSIEDLKMVEPIGN. Result: 0 (no interaction). (2) The miRNA is mmu-miR-1929-5p with sequence UUCUAGGACUUUAUAGAGCAGAG. The protein sequence of the target gene is MSGSMATAEASGSDGKGQEVETSVTYYRLEEVAKRNSLKELWLVIHGRVYDVTRFLNEHPGGEEVLLEQAGVDASESFEDVGHSSDAREMLKQYYIGDIHPSDLKPESGSKDPSKNDTCKSCWAYWILPIIGAVLLGFLYRYYTSESKSS. Result: 0 (no interaction). (3) The miRNA is hsa-miR-4514 with sequence ACAGGCAGGAUUGGGGAA. The protein sequence of the target gene is MALSMPLNGLKEEDKEPLIELFVKAGSDGESIGNCPFSQRLFMILWLKGVVFSVTTVDLKRKPADLQNLAPGTHPPFITFNSEVKTDVNKIEEFLEEVLCPPKYLKLSPKHPESNTAGMDIFAKFSAYIKNSRPEANEALERGLLKTLQKLDEYLNSPLPDEIDENSMEDIKFSTRKFLDGNEMTLADCNLLPKLHIVKVVAKKYRNFDIPKEMTGIWRYLTNAYSRDEFTNTCPSDKEVEIAYSDVAKRLTK. Result: 1 (interaction). (4) The miRNA is hsa-miR-5691 with sequence UUGCUCUGAGCUCCGAGAAAGC. The protein sequence of the target gene is MRNSETLERGVGGCRVFSCLGSYPGIEGAGLALLADLALGGRLLGTHMSQWHHPRSGWGRRRDFSGRSSAKKKGGNHIPERWKDYLPVGQRMPGTRFIAFKVPLQKSFEKKLAPEECFSPLDLFNKIREQNEELGLIIDLTYTQRYYKPEDLPETVPYLKIFTVGHQVPDDETIFKFKHAVNGFLKENKDNDKLIGVHCTHGLNRTGYLICRYLIDVEGVRPDDAIELFNRCRGHCLERQNYIEDLQNGPIRKNWNSSVPRSSDFEDSAHLMQPVHNKPVKQGPRYNLHQIQGHSAPRHF.... Result: 0 (no interaction). (5) The miRNA is hsa-miR-5691 with sequence UUGCUCUGAGCUCCGAGAAAGC. The protein sequence of the target gene is MELGPEPPHRRRLLFTCSPTPAPQPTGKVQFGASRAGGLSPVTNLTVTMDQLEGLGSDYEKPMDVRNSSSLQRMGSSESTDSGFCLDSPGPLDSKENLEISLRRINCLPQKLLGCSPALKRSHSDSLDHDIFQLIDQDENKENEAFEFKKPIRPASRGCLNAHVHEESKDPFTHRQNSAPARMLSSNESDISESGNFSPLFTPQSPVKASLSDEDDGFIDLLDGENLKNDEETPSCMSSLWTAPLVMRRPTNLADRCGLFDSPSPCSSTSSCSTRAVKRADRSHEESPRGTKRRKSSEAS.... Result: 0 (no interaction). (6) The miRNA is hsa-miR-532-5p with sequence CAUGCCUUGAGUGUAGGACCGU. The protein sequence of the target gene is MRVGTWICLPGRPGRCRKQHDLGNCPEVPGIFKTLALSPGAPDMMQQPRVETDTIGAGEGPQQAVPWSAWVTRHGWVRWWVSHMPPSWIQWWSTSNWRQPLQRLLWGLEGILYLLLALMLCHALFTTGSHLLSSLWPVVAAVWRHLLPALLLLVLSALPALLFTASFLLLFSTLLSLVGLLTSMTHPGDTQDLDQ. Result: 0 (no interaction). (7) The miRNA is hsa-miR-4735-3p with sequence AAAGGUGCUCAAAUUAGACAU. The protein sequence of the target gene is MANDPLEGFHEVNLASPTSPDLLGVCDPGTQEQTTSPSVIYRPHPSTLCAAPLQANALDLSDLPTQPVYSSPRHFNCAEVSNISAHAPDPASSVPSAVASGLTKLTSRKDSCNAEREFLQGATITEASAGNDDIFGLSTDSLSRLRSPSVLEVREKGYERLKEELAKAQREAHKMVREANVKQATAEKQLKEAQGKIDVLQAEVAALKTLVLSSSPTSPTQEPLAAAKTPFKRGHTRNKSTSSAMGGSHQDLSVIQPIVKDCKEADLSLYNEFRSWKDEPTMDRTCPFLDKIYQEDIFPC.... Result: 0 (no interaction). (8) The miRNA is hsa-miR-7843-5p with sequence GAGGGCAGAGCCAGCUUCCUGA. The protein sequence of the target gene is MNLKLNVLTIILLPVHLLITIYSALIFIPWYFLTNAKKKNAMAKRIKAKPTSDKPGSPYRSVTHFDSLAVIDIPGADTLDKLFDHAVAKFGKKDSLGTREILSEENEMQPNGKVFKKLILGNYKWINYLEVNCRVNNFGSGLTALGLKPKNTIAIFCETRAEWMIAAQTCFKYNFPLVTLYATLGREAVVHGLNESEASYLITSVELLESKLKAALVDINCVKHIIYVDNKTINRAEYPEGLEIHSMQSVEELGAKPENLSVPPSRPTPSDMAIVMYTSGSTGRPKGVMMHHSNLIAGMT.... Result: 0 (no interaction).